From a dataset of Full USPTO retrosynthesis dataset with 1.9M reactions from patents (1976-2016). Predict the reactants needed to synthesize the given product. (1) Given the product [CH3:44][C:38]1([C:41]([NH:57][C:58]2[CH:63]=[CH:62][CH:61]=[C:60]([S:64](=[O:65])(=[O:66])[NH2:67])[CH:59]=2)=[O:43])[CH2:37][CH2:36][N:35]([C:33]2[C:3]3[C:2]([CH3:1])=[CH:15][NH:16][C:4]=3[N:5]=[CH:6][N:45]=2)[CH2:40][CH2:39]1, predict the reactants needed to synthesize it. The reactants are: [CH3:1][C:2]1([C:15](=O)[NH:16]C2C=CC=C(S(=O)(=O)N)C=2)C[CH2:6][N:5](C(OC(C)(C)C)=O)[CH2:4][CH2:3]1.C(O[C:33]([N:35]1[CH2:40][CH2:39][C:38]([CH3:44])([C:41]([OH:43])=O)[CH2:37][CH2:36]1)=O)(C)(C)C.[N:45]1C=CC=CC=1.C(Cl)(=O)C(Cl)=O.[NH2:57][C:58]1[CH:59]=[C:60]([S:64]([NH2:67])(=[O:66])=[O:65])[CH:61]=[CH:62][CH:63]=1. (2) Given the product [CH3:3][O:4][C:5]1[CH:6]=[C:7]2[C:12](=[CH:13][C:14]=1[O:15][CH3:16])[N:11]=[CH:10][N:9]=[C:8]2[N:17]1[CH2:22][CH2:21][C:20]2[NH:23][N:24]=[C:25]([CH2:26][OH:27])[C:19]=2[CH2:18]1, predict the reactants needed to synthesize it. The reactants are: [AlH4-].[Li+].[CH3:3][O:4][C:5]1[CH:6]=[C:7]2[C:12](=[CH:13][C:14]=1[O:15][CH3:16])[N:11]=[CH:10][N:9]=[C:8]2[N:17]1[CH2:22][CH2:21][C:20]2[NH:23][N:24]=[C:25]([C:26](OCC)=[O:27])[C:19]=2[CH2:18]1.CO.ClCCl.O. (3) Given the product [C:1]([O:5][C:6](=[O:16])[NH:7][CH2:8][C:9]1[CH:10]=[CH:11][C:12]([NH:15][C:25]2[CH:32]=[CH:31][C:30]([F:33])=[CH:29][C:26]=2[C:27]#[N:28])=[CH:13][CH:14]=1)([CH3:4])([CH3:2])[CH3:3], predict the reactants needed to synthesize it. The reactants are: [C:1]([O:5][C:6](=[O:16])[NH:7][CH2:8][C:9]1[CH:14]=[CH:13][C:12]([NH2:15])=[CH:11][CH:10]=1)([CH3:4])([CH3:3])[CH3:2].S([O-])([O-])(=O)=O.[K+].[K+].Br[C:25]1[CH:32]=[CH:31][C:30]([F:33])=[CH:29][C:26]=1[C:27]#[N:28].CC1(C)C2C(=C(P(C3C=CC=CC=3)C3C=CC=CC=3)C=CC=2)OC2C(P(C3C=CC=CC=3)C3C=CC=CC=3)=CC=CC1=2. (4) Given the product [Cl:50][C:51]1[C:55]([C:56]2[N:61]=[C:60]([C:62](=[O:65])[NH:63][CH3:64])[C:59]([NH:66][C:67]3[C:72]([C:73]([F:75])([F:74])[F:76])=[CH:71][N:70]=[C:69]([NH:77][C:78]4[CH:92]=[CH:91][C:81]([CH2:82][P:83](=[O:87])([OH:90])[O:84][CH2:85][CH3:86])=[CH:80][C:79]=4[O:93][CH3:94])[N:68]=3)=[CH:58][CH:57]=2)=[CH:54][N:53]([CH2:95][CH2:96][CH2:97][OH:98])[N:52]=1, predict the reactants needed to synthesize it. The reactants are: C(N(CC)C(C1C=C(C2C=NN(CCCO)C=2)C=CC=1NC1C(C(F)(F)F)=CN=C(NC2C=CC(CP(=O)(O)OCC)=CC=2OC)N=1)=O)C.[Cl:50][C:51]1[C:55]([C:56]2[N:61]=[C:60]([C:62](=[O:65])[NH:63][CH3:64])[C:59]([NH:66][C:67]3[C:72]([C:73]([F:76])([F:75])[F:74])=[CH:71][N:70]=[C:69]([NH:77][C:78]4[CH:92]=[CH:91][C:81]([CH2:82][P:83](=[O:90])([O:87]CC)[O:84][CH2:85][CH3:86])=[CH:80][C:79]=4[O:93][CH3:94])[N:68]=3)=[CH:58][CH:57]=2)=[CH:54][N:53]([CH2:95][CH2:96][CH2:97][OH:98])[N:52]=1. (5) Given the product [CH2:1]([N:8]1[CH2:13][CH:12]=[C:11]([C:15]2[CH:16]=[CH:17][C:18]([Br:21])=[CH:19][CH:20]=2)[CH:10]([CH2:22][OH:23])[CH2:9]1)[C:2]1[CH:3]=[CH:4][CH:5]=[CH:6][CH:7]=1, predict the reactants needed to synthesize it. The reactants are: [CH2:1]([N:8]1[CH2:13][CH2:12][C:11]([C:15]2[CH:20]=[CH:19][C:18]([Br:21])=[CH:17][CH:16]=2)(O)[CH:10]([C:22](C2C=CC=CC=2)(C2C=CC=CC=2)[O:23][SiH2]C(C)(C)C)[CH2:9]1)[C:2]1[CH:7]=[CH:6][CH:5]=[CH:4][CH:3]=1.FC(F)(F)C(O)=O. (6) Given the product [CH2:4]([O:18][CH2:17][C@H:15]1[CH2:14][O:13][C:12]([C:6]2[CH:7]=[CH:8][CH:9]=[CH:10][CH:11]=2)=[N:16]1)[CH3:5], predict the reactants needed to synthesize it. The reactants are: [H-].[Na+].I[CH2:4][CH3:5].[C:6]1([C:12]2[O:13][CH2:14][C@H:15]([CH2:17][OH:18])[N:16]=2)[CH:11]=[CH:10][CH:9]=[CH:8][CH:7]=1.N[C@H](C(O)=O)CO. (7) Given the product [CH2:1]([N:8]1[C@@H:13]2[C@H:14]([C:16]3[O:17][CH:42]=[C:43]([CH3:44])[N:18]=3)[CH2:15][C@@:9]1([C:35]1[CH:40]=[CH:39][CH:38]=[CH:37][CH:36]=1)[C@H:10]([O:19][CH2:20][C:21]1[CH:22]=[C:23]([C:31]([F:32])([F:33])[F:34])[CH:24]=[C:25]([C:27]([F:29])([F:30])[F:28])[CH:26]=1)[CH2:11][CH2:12]2)[C:2]1[CH:7]=[CH:6][CH:5]=[CH:4][CH:3]=1, predict the reactants needed to synthesize it. The reactants are: [CH2:1]([N:8]1[C@@H:13]2[C@H:14]([C:16]([NH2:18])=[O:17])[CH2:15][C@@:9]1([C:35]1[CH:40]=[CH:39][CH:38]=[CH:37][CH:36]=1)[C@H:10]([O:19][CH2:20][C:21]1[CH:26]=[C:25]([C:27]([F:30])([F:29])[F:28])[CH:24]=[C:23]([C:31]([F:34])([F:33])[F:32])[CH:22]=1)[CH2:11][CH2:12]2)[C:2]1[CH:7]=[CH:6][CH:5]=[CH:4][CH:3]=1.Cl[CH2:42][C:43](=O)[CH3:44].CN(C)C=O. (8) Given the product [C:1]([O:4][C@@H:5]1[C@@H:19]([O:20][C:21](=[O:23])[CH3:22])[C@H:18]([O:24][C:25](=[O:27])[CH3:26])[CH2:17][S:16][C@H:6]1[O:7][C:8]1[CH:13]=[C:12]([F:14])[CH:11]=[CH:10][C:9]=1[C:31]1[CH:32]=[CH:33][N:28]=[CH:29][CH:30]=1)(=[O:3])[CH3:2], predict the reactants needed to synthesize it. The reactants are: [C:1]([O:4][C@@H:5]1[C@@H:19]([O:20][C:21](=[O:23])[CH3:22])[C@H:18]([O:24][C:25](=[O:27])[CH3:26])[CH2:17][S:16][C@H:6]1[O:7][C:8]1[CH:13]=[C:12]([F:14])[CH:11]=[CH:10][C:9]=1Br)(=[O:3])[CH3:2].[N:28]1[CH:33]=[CH:32][C:31](B(O)O)=[CH:30][CH:29]=1. (9) Given the product [F:19][C:7]1[CH:8]=[C:9]([CH2:11][N:12]2[CH2:17][CH2:16][N:15]([CH3:18])[CH2:14][CH2:13]2)[CH:10]=[C:5]([CH3:26])[C:6]=1[N:20]1[CH2:25][CH2:24][N:23]([C:43]2[NH:44][C:45](=[O:53])[C:46]3[CH:51]=[N:50][N:49]([CH3:52])[C:47]=3[N:48]=2)[CH2:22][CH2:21]1, predict the reactants needed to synthesize it. The reactants are: Cl.Cl.Cl.F[C:5]1[CH:10]=[C:9]([CH2:11][N:12]2[CH2:17][CH2:16][N:15]([CH3:18])[CH2:14][CH2:13]2)[CH:8]=[C:7]([F:19])[C:6]=1[N:20]1[CH2:25][CH2:24][NH:23][CH2:22][CH2:21]1.[CH:26]1C=C(/C=C/C(/C=C/C2OC=CC=2)=O)OC=1.Cl[C:43]1[NH:44][C:45](=[O:53])[C:46]2[CH:51]=[N:50][N:49]([CH3:52])[C:47]=2[N:48]=1.O. (10) Given the product [Br:22][C:23]1[CH:24]=[CH:25][C:26]([O:1][CH2:2][CH2:3][N:4]([CH2:17][C:18]([F:19])([F:20])[F:21])[C:5]2[CH:12]=[CH:11][C:8]([C:9]#[N:10])=[C:7]([C:13]([F:15])([F:16])[F:14])[CH:6]=2)=[N:27][CH:28]=1, predict the reactants needed to synthesize it. The reactants are: [OH:1][CH2:2][CH2:3][N:4]([CH2:17][C:18]([F:21])([F:20])[F:19])[C:5]1[CH:12]=[CH:11][C:8]([C:9]#[N:10])=[C:7]([C:13]([F:16])([F:15])[F:14])[CH:6]=1.[Br:22][C:23]1[CH:24]=[CH:25][C:26](=O)[NH:27][CH:28]=1.